This data is from Full USPTO retrosynthesis dataset with 1.9M reactions from patents (1976-2016). The task is: Predict the reactants needed to synthesize the given product. (1) Given the product [F:19][C:20]1[CH:21]=[CH:22][C:23]([N:26]2[CH2:31][CH2:30][N:29]([CH2:2][CH2:3][CH2:4][N:5]3[CH2:11][CH2:10][C:9](=[O:12])[C:8]4[N:13]([CH3:16])[CH:14]=[CH:15][C:7]=4[S:6]3(=[O:18])=[O:17])[CH2:28][CH2:27]2)=[CH:24][CH:25]=1, predict the reactants needed to synthesize it. The reactants are: Cl[CH2:2][CH2:3][CH2:4][N:5]1[CH2:11][CH2:10][C:9](=[O:12])[C:8]2[N:13]([CH3:16])[CH:14]=[CH:15][C:7]=2[S:6]1(=[O:18])=[O:17].[F:19][C:20]1[CH:25]=[CH:24][C:23]([N:26]2[CH2:31][CH2:30][NH:29][CH2:28][CH2:27]2)=[CH:22][CH:21]=1.C(=O)([O-])[O-].[K+].[K+].[I-].[Na+]. (2) Given the product [C:1]([O:5][C:6](=[O:19])[NH:7][C:8]1[CH:13]=[CH:12][C:11]([C:14]([F:17])([F:16])[F:15])=[CH:10][C:9]=1[NH:18][C:25](=[O:24])[CH2:26][C:27]([C:29]1[CH:34]=[CH:33][CH:32]=[C:31]([C:35]2[CH:40]=[CH:39][N:38]=[C:37]([CH2:41][CH3:42])[CH:36]=2)[CH:30]=1)=[O:28])([CH3:4])([CH3:2])[CH3:3], predict the reactants needed to synthesize it. The reactants are: [C:1]([O:5][C:6](=[O:19])[NH:7][C:8]1[CH:13]=[CH:12][C:11]([C:14]([F:17])([F:16])[F:15])=[CH:10][C:9]=1[NH2:18])([CH3:4])([CH3:3])[CH3:2].C([O:24][C:25](=O)[CH2:26][C:27]([C:29]1[CH:34]=[CH:33][CH:32]=[C:31]([C:35]2[CH:40]=[CH:39][N:38]=[C:37]([CH2:41][CH3:42])[CH:36]=2)[CH:30]=1)=[O:28])(C)(C)C. (3) Given the product [F:42][C:39]1[CH:40]=[C:41]2[C:36](=[CH:37][CH:38]=1)[NH:35][CH:34]=[C:33]2[CH2:32][CH:30]1[CH2:31][N:28]([CH2:16][CH:14]2[O:15][C:6]3=[C:5]4[C:46](=[CH:47][CH:8]=[C:7]3[O:12][CH2:13]2)[N:45]=[C:48]([CH3:49])[CH:9]=[CH:10]4)[CH2:29]1, predict the reactants needed to synthesize it. The reactants are: CC1C=N[C:5]2[C:6]3[O:15][C@@H:14]([CH2:16]OS(C4C=CC(Br)=CC=4)(=O)=O)[CH2:13][O:12][C:7]=3[CH:8]=[CH:9][C:10]=2C=1.[NH:28]1[CH2:31][CH:30]([CH2:32][C:33]2[C:41]3[C:36](=[CH:37][CH:38]=[C:39]([F:42])[CH:40]=3)[NH:35][CH:34]=2)[CH2:29]1.C([N:45]([CH2:48][CH3:49])[CH2:46][CH3:47])C. (4) Given the product [F:1][C:2]([F:7])([F:6])[C:3]([OH:5])=[O:4].[CH2:8]([O:11][C:12]1[CH:13]=[C:14]([CH:22]([NH:26][C:27]2[CH:32]=[CH:31][C:30]([C:33]([NH2:34])=[NH:35])=[CH:29][CH:28]=2)[C:23]([NH:66][NH:65][C:60]2[CH:61]=[CH:62][CH:63]=[CH:64][N:59]=2)=[O:25])[CH:15]=[CH:16][C:17]=1[O:18][CH2:19][CH:20]=[CH2:21])[CH:9]=[CH2:10], predict the reactants needed to synthesize it. The reactants are: [F:1][C:2]([F:7])([F:6])[C:3]([OH:5])=[O:4].[CH2:8]([O:11][C:12]1[CH:13]=[C:14]([CH:22]([NH:26][C:27]2[CH:32]=[CH:31][C:30]([C:33](=[NH:35])[NH2:34])=[CH:29][CH:28]=2)[C:23]([OH:25])=O)[CH:15]=[CH:16][C:17]=1[O:18][CH2:19][CH:20]=[CH2:21])[CH:9]=[CH2:10].O.ON1C2C=CC=CC=2N=N1.Cl.C(N=C=NCCCN(C)C)C.[N:59]1[CH:64]=[CH:63][CH:62]=[CH:61][C:60]=1[NH:65][NH2:66].